The task is: Predict the product of the given reaction.. This data is from Forward reaction prediction with 1.9M reactions from USPTO patents (1976-2016). (1) Given the reactants [NH2-].[Na+].[CH2:3]1[O:13][C:6]2([CH2:11][CH2:10][C:9](=[O:12])[CH2:8][CH2:7]2)[O:5][CH2:4]1.[CH3:14]I.[Cl-].[NH4+], predict the reaction product. The product is: [CH2:3]1[CH2:4][O:5][C:6]2([CH2:7][CH2:8][C:9](=[O:12])[CH:10]([CH3:14])[CH2:11]2)[O:13]1. (2) Given the reactants [CH3:1][O:2][C:3]1[CH:4]=[C:5]([NH:11][CH2:12][CH2:13][C:14]2[CH:19]=[CH:18][C:17]([C:20]([F:23])([F:22])[F:21])=[CH:16][CH:15]=2)[CH:6]=[CH:7][C:8]=1[O:9][CH3:10].[C:24]1([CH2:30][C:31](Cl)=[O:32])[CH:29]=[CH:28][CH:27]=[CH:26][CH:25]=1.CCN(CC)CC, predict the reaction product. The product is: [CH3:1][O:2][C:3]1[CH:4]=[C:5]([N:11]([CH2:12][CH2:13][C:14]2[CH:19]=[CH:18][C:17]([C:20]([F:22])([F:21])[F:23])=[CH:16][CH:15]=2)[C:31](=[O:32])[CH2:30][C:24]2[CH:29]=[CH:28][CH:27]=[CH:26][CH:25]=2)[CH:6]=[CH:7][C:8]=1[O:9][CH3:10]. (3) Given the reactants [Cl:1][C:2]1[C:7]([C:8]([F:11])([F:10])[F:9])=[CH:6][CH:5]=[CH:4][C:3]=1[OH:12].N1C=CN=C1.[Si:18](Cl)([C:21]([CH3:24])([CH3:23])[CH3:22])([CH3:20])[CH3:19], predict the reaction product. The product is: [C:21]([Si:18]([O:12][C:3]1[CH:4]=[CH:5][CH:6]=[C:7]([C:8]([F:10])([F:11])[F:9])[C:2]=1[Cl:1])([CH3:20])[CH3:19])([CH3:24])([CH3:23])[CH3:22]. (4) Given the reactants [CH2:1]([C:8]1[CH:9]=[N:10][C:11]2[C:16]([C:17]=1[C:18]1[CH:19]=[C:20]([NH2:24])[CH:21]=[CH:22][CH:23]=1)=[CH:15][CH:14]=[CH:13][C:12]=2[C:25]([F:28])([F:27])[F:26])[C:2]1[CH:7]=[CH:6][CH:5]=[CH:4][CH:3]=1.[CH:29]1[C:38]2[C:33](=[CH:34][CH:35]=[CH:36][CH:37]=2)[CH:32]=[CH:31][C:30]=1[CH:39]=O, predict the reaction product. The product is: [CH2:1]([C:8]1[CH:9]=[N:10][C:11]2[C:16]([C:17]=1[C:18]1[CH:19]=[C:20]([NH:24][CH2:39][C:30]3[CH:31]=[CH:32][C:33]4[C:38](=[CH:37][CH:36]=[CH:35][CH:34]=4)[CH:29]=3)[CH:21]=[CH:22][CH:23]=1)=[CH:15][CH:14]=[CH:13][C:12]=2[C:25]([F:28])([F:26])[F:27])[C:2]1[CH:3]=[CH:4][CH:5]=[CH:6][CH:7]=1. (5) Given the reactants Cl[C:2]1[CH:9]=[CH:8][C:5]([C:6]#[N:7])=[CH:4][N:3]=1.[C:10]([NH:17][CH2:18][CH2:19][NH2:20])([O:12][C:13]([CH3:16])([CH3:15])[CH3:14])=[O:11].C(=O)([O-])[O-].[K+].[K+], predict the reaction product. The product is: [C:13]([O:12][C:10](=[O:11])[NH:17][CH2:18][CH2:19][NH:20][C:2]1[CH:9]=[CH:8][C:5]([C:6]#[N:7])=[CH:4][N:3]=1)([CH3:16])([CH3:14])[CH3:15]. (6) The product is: [N:16]1([NH:22][C:12]([C:10]2[CH:9]=[CH:8][C:7]([CH3:15])=[C:6]([O:5][CH2:4][CH:1]3[CH2:2][CH2:3]3)[N:11]=2)=[O:14])[CH2:21][CH2:20][CH2:19][CH2:18][CH2:17]1. Given the reactants [CH:1]1([CH2:4][O:5][C:6]2[N:11]=[C:10]([C:12]([OH:14])=O)[CH:9]=[CH:8][C:7]=2[CH3:15])[CH2:3][CH2:2]1.[N:16]1([NH2:22])[CH2:21][CH2:20][CH2:19][CH2:18][CH2:17]1, predict the reaction product. (7) Given the reactants Cl[C:2]1[N:7]=[C:6]([C:8]2[N:12]3[CH:13]=[CH:14][CH:15]=[CH:16][C:11]3=[N:10][C:9]=2[C:17]2[CH:18]=[C:19]([CH:31]=[CH:32][CH:33]=2)[C:20]([NH:22][C:23]2[C:28]([F:29])=[CH:27][CH:26]=[CH:25][C:24]=2[F:30])=[O:21])[CH:5]=[CH:4][N:3]=1.[CH2:34]([O:36][C:37]1[CH:42]=[C:41]([N:43]2[CH2:48][CH2:47][N:46]([CH:49]([CH3:51])[CH3:50])[CH2:45][CH2:44]2)[CH:40]=[CH:39][C:38]=1[NH2:52])[CH3:35].Cl.O1CCOCC1.C[O-].[Na+], predict the reaction product. The product is: [F:30][C:24]1[CH:25]=[CH:26][CH:27]=[C:28]([F:29])[C:23]=1[NH:22][C:20](=[O:21])[C:19]1[CH:31]=[CH:32][CH:33]=[C:17]([C:9]2[N:10]=[C:11]3[CH:16]=[CH:15][CH:14]=[CH:13][N:12]3[C:8]=2[C:6]2[CH:5]=[CH:4][N:3]=[C:2]([NH:52][C:38]3[CH:39]=[CH:40][C:41]([N:43]4[CH2:48][CH2:47][N:46]([CH:49]([CH3:50])[CH3:51])[CH2:45][CH2:44]4)=[CH:42][C:37]=3[O:36][CH2:34][CH3:35])[N:7]=2)[CH:18]=1.